From a dataset of Reaction yield outcomes from USPTO patents with 853,638 reactions. Predict the reaction yield, written as a fraction of the theoretical maximum amount of product (1.0 means a 100% yield; for example, 0.34 means a 34% yield). The reactants are [CH2:1]([O:8][C:9]1[CH:14]=[C:13]([O:15][CH2:16][C:17]2[CH:22]=[CH:21][CH:20]=[CH:19][CH:18]=2)[C:12]([CH:23]([CH3:25])[CH3:24])=[CH:11][C:10]=1[C:26]1[O:30][N:29]=[C:28]([C:31]([NH:33][CH2:34][CH3:35])=[O:32])[C:27]=1[C:36](=[N:38][OH:39])[NH2:37])[C:2]1[CH:7]=[CH:6][CH:5]=[CH:4][CH:3]=1.[C:40](OC(=O)C)(=O)[CH3:41]. No catalyst specified. The product is [CH2:1]([O:8][C:9]1[CH:14]=[C:13]([O:15][CH2:16][C:17]2[CH:22]=[CH:21][CH:20]=[CH:19][CH:18]=2)[C:12]([CH:23]([CH3:25])[CH3:24])=[CH:11][C:10]=1[C:26]1[O:30][N:29]=[C:28]([C:31]([NH:33][CH2:34][CH3:35])=[O:32])[C:27]=1[C:36]1[N:37]=[C:40]([CH3:41])[O:39][N:38]=1)[C:2]1[CH:7]=[CH:6][CH:5]=[CH:4][CH:3]=1. The yield is 0.780.